This data is from Peptide-MHC class I binding affinity with 185,985 pairs from IEDB/IMGT. The task is: Regression. Given a peptide amino acid sequence and an MHC pseudo amino acid sequence, predict their binding affinity value. This is MHC class I binding data. (1) The peptide sequence is FLYGALALA. The MHC is HLA-A02:01 with pseudo-sequence HLA-A02:01. The binding affinity (normalized) is 0.919. (2) The peptide sequence is IEVKDTKEAL. The MHC is HLA-A26:01 with pseudo-sequence HLA-A26:01. The binding affinity (normalized) is 0.0847. (3) The peptide sequence is KSLTTTMQFK. The MHC is HLA-A03:01 with pseudo-sequence HLA-A03:01. The binding affinity (normalized) is 0.399.